This data is from Full USPTO retrosynthesis dataset with 1.9M reactions from patents (1976-2016). The task is: Predict the reactants needed to synthesize the given product. (1) The reactants are: Br[CH2:2][C:3]1[CH:13]=[CH:12][C:6]([C:7]([O:9][CH2:10][CH3:11])=[O:8])=[CH:5][C:4]=1[N+:14]([O-:16])=[O:15].[NH2:17][C:18]1[CH:19]=[C:20]([CH:23]=[CH:24][CH:25]=1)[C:21]#[N:22].C(=O)([O-])[O-].[K+].[K+]. Given the product [C:21]([C:20]1[CH:19]=[C:18]([NH:17][CH2:2][C:3]2[CH:13]=[CH:12][C:6]([C:7]([O:9][CH2:10][CH3:11])=[O:8])=[CH:5][C:4]=2[N+:14]([O-:16])=[O:15])[CH:25]=[CH:24][CH:23]=1)#[N:22], predict the reactants needed to synthesize it. (2) The reactants are: [NH:1]1[CH2:6][CH2:5][CH:4]([C:7]2[CH:12]=[CH:11][C:10]([S:13]([NH:16][C:17]3[S:18][CH:19]=[CH:20][N:21]=3)(=[O:15])=[O:14])=[CH:9][CH:8]=2)[CH2:3][CH2:2]1.[Cl:22][C:23]1[CH:24]=[C:25]2[CH:31]=[CH:30][N:29]([CH2:32][CH2:33][C:34](O)=[O:35])[C:26]2=[N:27][CH:28]=1.CN(C(ON1N=NC2C=CC=NC1=2)=[N+](C)C)C.F[P-](F)(F)(F)(F)F.CCN(C(C)C)C(C)C. Given the product [Cl:22][C:23]1[CH:24]=[C:25]2[CH:31]=[CH:30][N:29]([CH2:32][CH2:33][C:34]([N:1]3[CH2:2][CH2:3][CH:4]([C:7]4[CH:8]=[CH:9][C:10]([S:13]([NH:16][C:17]5[S:18][CH:19]=[CH:20][N:21]=5)(=[O:14])=[O:15])=[CH:11][CH:12]=4)[CH2:5][CH2:6]3)=[O:35])[C:26]2=[N:27][CH:28]=1, predict the reactants needed to synthesize it.